Dataset: CYP3A4 inhibition data for predicting drug metabolism from PubChem BioAssay. Task: Regression/Classification. Given a drug SMILES string, predict its absorption, distribution, metabolism, or excretion properties. Task type varies by dataset: regression for continuous measurements (e.g., permeability, clearance, half-life) or binary classification for categorical outcomes (e.g., BBB penetration, CYP inhibition). Dataset: cyp3a4_veith. The compound is O=C(O)c1c[nH]c2cc(OCc3ccccc3)ccc2c1=O. The result is 0 (non-inhibitor).